Predict the reactants needed to synthesize the given product. From a dataset of Full USPTO retrosynthesis dataset with 1.9M reactions from patents (1976-2016). (1) The reactants are: [F:1][C:2]1[CH:7]=[C:6]([N+:8]([O-:10])=[O:9])[C:5](F)=[CH:4][C:3]=1[F:12].Cl.Cl.[F:15][C:16]([F:26])([F:25])[CH2:17][CH2:18][N:19]1[CH2:24][CH2:23][NH:22][CH2:21][CH2:20]1.CCN(C(C)C)C(C)C. Given the product [F:1][C:2]1[C:3]([F:12])=[CH:4][C:5]([N:22]2[CH2:21][CH2:20][N:19]([CH2:18][CH2:17][C:16]([F:25])([F:26])[F:15])[CH2:24][CH2:23]2)=[C:6]([N+:8]([O-:10])=[O:9])[CH:7]=1, predict the reactants needed to synthesize it. (2) Given the product [F:16][C:14]([F:15])([F:17])[C:11]1([NH:18][CH2:19][C:20]2[CH:21]=[CH:22][C:23]3[S:28][CH2:27][C:26](=[O:29])[NH:25][C:24]=3[CH:30]=2)[CH2:12][CH2:13][NH:8][CH2:9][CH2:10]1, predict the reactants needed to synthesize it. The reactants are: C(OC([N:8]1[CH2:13][CH2:12][C:11]([NH:18][CH2:19][C:20]2[CH:21]=[CH:22][C:23]3[S:28][CH2:27][C:26](=[O:29])[NH:25][C:24]=3[CH:30]=2)([C:14]([F:17])([F:16])[F:15])[CH2:10][CH2:9]1)=O)(C)(C)C.C(O)(C(F)(F)F)=O.C(Cl)Cl.